Dataset: Reaction yield outcomes from USPTO patents with 853,638 reactions. Task: Predict the reaction yield, written as a fraction of the theoretical maximum amount of product (1.0 means a 100% yield; for example, 0.34 means a 34% yield). (1) The reactants are [C:1]([O:9]CC)(=O)[CH2:2][C:3]([O:5][CH2:6][CH3:7])=[O:4].[H-].[Na+].[H][H].[F:16][C:17]1[CH:35]=[CH:34][C:20]([CH2:21][N:22]2[C:27]3[CH:28]=[CH:29][CH:30]=[CH:31][C:26]=3[C:25](=O)[O:24]C2=O)=[CH:19][CH:18]=1.Cl. The catalyst is CC(N(C)C)=O. The product is [CH2:6]([O:5][C:3]([C:2]1[C:1](=[O:9])[N:22]([CH2:21][C:20]2[CH:19]=[CH:18][C:17]([F:16])=[CH:35][CH:34]=2)[C:27]2[C:26]([C:25]=1[OH:24])=[CH:31][CH:30]=[CH:29][CH:28]=2)=[O:4])[CH3:7]. The yield is 0.780. (2) The reactants are [I:1][C:2]1[C:10]2[C:9]([NH2:11])=[N:8][CH:7]=[N:6][C:5]=2[N:4]([C:12]2[CH:17]=[CH:16][CH:15]=[C:14]([N+:18]([O-:20])=[O:19])[CH:13]=2)[CH:3]=1.C1C(=O)N([Cl:28])C(=O)C1. The catalyst is CN(C=O)C. The product is [Cl:28][C:3]1[N:4]([C:12]2[CH:17]=[CH:16][CH:15]=[C:14]([N+:18]([O-:20])=[O:19])[CH:13]=2)[C:5]2[N:6]=[CH:7][N:8]=[C:9]([NH2:11])[C:10]=2[C:2]=1[I:1]. The yield is 0.910.